This data is from Peptide-MHC class II binding affinity with 134,281 pairs from IEDB. The task is: Regression. Given a peptide amino acid sequence and an MHC pseudo amino acid sequence, predict their binding affinity value. This is MHC class II binding data. (1) The peptide sequence is GSDEWVAMTKGEGGV. The MHC is DRB1_0301 with pseudo-sequence DRB1_0301. The binding affinity (normalized) is 0. (2) The peptide sequence is SKFMQEINIEEQEYQ. The MHC is DRB1_0404 with pseudo-sequence DRB1_0404. The binding affinity (normalized) is 0.789.